This data is from Full USPTO retrosynthesis dataset with 1.9M reactions from patents (1976-2016). The task is: Predict the reactants needed to synthesize the given product. Given the product [C:1]([O:5][C:6](=[O:31])[NH:7][C:8]1([C:12]2[CH:13]=[CH:14][C:15]([C:18]3[C:19]([C:24]4[CH:29]=[CH:28][CH:27]=[CH:26][CH:25]=4)=[CH:20][C:34]4[C:35](=[O:39])[CH2:36][CH2:37][CH2:38][C:33]=4[N:32]=3)=[CH:16][CH:17]=2)[CH2:9][CH2:10][CH2:11]1)([CH3:4])([CH3:2])[CH3:3], predict the reactants needed to synthesize it. The reactants are: [C:1]([O:5][C:6](=[O:31])[NH:7][C:8]1([C:12]2[CH:17]=[CH:16][C:15]([C:18](=O)[C:19]([C:24]3[CH:29]=[CH:28][CH:27]=[CH:26][CH:25]=3)=[CH:20]N(C)C)=[CH:14][CH:13]=2)[CH2:11][CH2:10][CH2:9]1)([CH3:4])([CH3:3])[CH3:2].[NH2:32][C:33]1[CH2:38][CH2:37][CH2:36][C:35](=[O:39])[CH:34]=1.